This data is from NCI-60 drug combinations with 297,098 pairs across 59 cell lines. The task is: Regression. Given two drug SMILES strings and cell line genomic features, predict the synergy score measuring deviation from expected non-interaction effect. (1) Drug 1: CCC1=C2CN3C(=CC4=C(C3=O)COC(=O)C4(CC)O)C2=NC5=C1C=C(C=C5)O. Drug 2: COC1=C2C(=CC3=C1OC=C3)C=CC(=O)O2. Cell line: SF-268. Synergy scores: CSS=31.8, Synergy_ZIP=-8.42, Synergy_Bliss=0.360, Synergy_Loewe=-31.4, Synergy_HSA=-0.718. (2) Drug 1: CC(CN1CC(=O)NC(=O)C1)N2CC(=O)NC(=O)C2. Drug 2: CC1CCC2CC(C(=CC=CC=CC(CC(C(=O)C(C(C(=CC(C(=O)CC(OC(=O)C3CCCCN3C(=O)C(=O)C1(O2)O)C(C)CC4CCC(C(C4)OC)OCCO)C)C)O)OC)C)C)C)OC. Cell line: SK-MEL-28. Synergy scores: CSS=15.0, Synergy_ZIP=-8.53, Synergy_Bliss=-5.88, Synergy_Loewe=-3.16, Synergy_HSA=-1.91. (3) Drug 1: CN1CCC(CC1)COC2=C(C=C3C(=C2)N=CN=C3NC4=C(C=C(C=C4)Br)F)OC. Drug 2: CC1=C2C(C(=O)C3(C(CC4C(C3C(C(C2(C)C)(CC1OC(=O)C(C(C5=CC=CC=C5)NC(=O)OC(C)(C)C)O)O)OC(=O)C6=CC=CC=C6)(CO4)OC(=O)C)O)C)O. Cell line: SNB-75. Synergy scores: CSS=20.8, Synergy_ZIP=-0.762, Synergy_Bliss=8.48, Synergy_Loewe=-2.76, Synergy_HSA=8.46. (4) Drug 1: CC1OCC2C(O1)C(C(C(O2)OC3C4COC(=O)C4C(C5=CC6=C(C=C35)OCO6)C7=CC(=C(C(=C7)OC)O)OC)O)O. Drug 2: CC1C(C(CC(O1)OC2CC(CC3=C2C(=C4C(=C3O)C(=O)C5=CC=CC=C5C4=O)O)(C(=O)C)O)N)O. Cell line: HL-60(TB). Synergy scores: CSS=56.6, Synergy_ZIP=-3.71, Synergy_Bliss=-4.66, Synergy_Loewe=-1.30, Synergy_HSA=0.431. (5) Drug 1: CC1=C2C(C(=O)C3(C(CC4C(C3C(C(C2(C)C)(CC1OC(=O)C(C(C5=CC=CC=C5)NC(=O)OC(C)(C)C)O)O)OC(=O)C6=CC=CC=C6)(CO4)OC(=O)C)OC)C)OC. Drug 2: C1CC(=O)NC(=O)C1N2C(=O)C3=CC=CC=C3C2=O. Cell line: CCRF-CEM. Synergy scores: CSS=27.0, Synergy_ZIP=-2.59, Synergy_Bliss=-2.88, Synergy_Loewe=-57.7, Synergy_HSA=-2.75. (6) Drug 1: CNC(=O)C1=CC=CC=C1SC2=CC3=C(C=C2)C(=NN3)C=CC4=CC=CC=N4. Drug 2: C1CCC(C1)C(CC#N)N2C=C(C=N2)C3=C4C=CNC4=NC=N3. Cell line: HL-60(TB). Synergy scores: CSS=-5.29, Synergy_ZIP=2.03, Synergy_Bliss=1.45, Synergy_Loewe=-16.1, Synergy_HSA=-9.42. (7) Drug 1: CN(C)C1=NC(=NC(=N1)N(C)C)N(C)C. Drug 2: CC1=C2C(C(=O)C3(C(CC4C(C3C(C(C2(C)C)(CC1OC(=O)C(C(C5=CC=CC=C5)NC(=O)C6=CC=CC=C6)O)O)OC(=O)C7=CC=CC=C7)(CO4)OC(=O)C)O)C)OC(=O)C. Cell line: HCT116. Synergy scores: CSS=19.8, Synergy_ZIP=-2.72, Synergy_Bliss=-10.8, Synergy_Loewe=-60.1, Synergy_HSA=-11.3.